This data is from Catalyst prediction with 721,799 reactions and 888 catalyst types from USPTO. The task is: Predict which catalyst facilitates the given reaction. (1) Reactant: [CH3:1][O:2][C:3](=[O:10])[CH2:4][C:5](=[CH2:9])[C:6]([OH:8])=[O:7]. Product: [CH3:1][O:2][C:3](=[O:10])[CH2:4][CH:5]([CH3:9])[C:6]([OH:8])=[O:7]. The catalyst class is: 19. (2) Reactant: S(OC)(O[CH3:5])(=O)=O.[OH:8][C:9]1[C:18]2[C:13](=[CH:14][CH:15]=[C:16]([NH:19][C:20](=[O:22])[CH3:21])[CH:17]=2)[N:12]=[C:11]([CH3:23])[CH:10]=1. Product: [CH3:5][O:8][C:9]1[C:18]2[C:13](=[CH:14][CH:15]=[C:16]([NH:19][C:20](=[O:22])[CH3:21])[CH:17]=2)[N:12]=[C:11]([CH3:23])[CH:10]=1. The catalyst class is: 11. (3) Reactant: [Se](=O)=[O:2].[F:4][C:5]1[C:10]([F:11])=[CH:9][CH:8]=[CH:7][C:6]=1[C@H:12]1[CH2:18][N:17]2[C:19]([CH3:22])=[CH:20][N:21]=[C:16]2[C@H:15]([NH:23][C:24](=[O:30])[O:25][C:26]([CH3:29])([CH3:28])[CH3:27])[CH2:14][CH2:13]1. Product: [F:4][C:5]1[C:10]([F:11])=[CH:9][CH:8]=[CH:7][C:6]=1[C@H:12]1[CH2:18][N:17]2[C:19]([CH:22]=[O:2])=[CH:20][N:21]=[C:16]2[C@H:15]([NH:23][C:24](=[O:30])[O:25][C:26]([CH3:27])([CH3:29])[CH3:28])[CH2:14][CH2:13]1. The catalyst class is: 12. (4) Reactant: C[O:2][C:3]([C:5]1[CH:48]=[CH:47][C:8]2[N:9]([CH2:39][O:40][CH2:41][CH2:42][Si:43]([CH3:46])([CH3:45])[CH3:44])[C:10]([N:12]([CH2:21][CH:22]3[CH2:27][CH2:26][N:25]([CH2:28][C:29]4[C:38]5[C:33](=[CH:34][CH:35]=[CH:36][CH:37]=5)[CH:32]=[CH:31][CH:30]=4)[CH2:24][CH2:23]3)[CH2:13][O:14][CH2:15][CH2:16][Si:17]([CH3:20])([CH3:19])[CH3:18])=[N:11][C:7]=2[CH:6]=1)=O.[H-].[Li+].[Al+3].[H-].[H-].[H-]. Product: [C:29]1([CH2:28][N:25]2[CH2:24][CH2:23][CH:22]([CH2:21][N:12]([CH2:13][O:14][CH2:15][CH2:16][Si:17]([CH3:20])([CH3:19])[CH3:18])[C:10]3[N:9]([CH2:39][O:40][CH2:41][CH2:42][Si:43]([CH3:44])([CH3:45])[CH3:46])[C:8]4[CH:47]=[CH:48][C:5]([CH2:3][OH:2])=[CH:6][C:7]=4[N:11]=3)[CH2:27][CH2:26]2)[C:38]2[C:33](=[CH:34][CH:35]=[CH:36][CH:37]=2)[CH:32]=[CH:31][CH:30]=1. The catalyst class is: 7. (5) Reactant: [C:1]1([C:19]2[CH:24]=[CH:23][CH:22]=[CH:21][CH:20]=2)[CH:6]=[CH:5][C:4]([C:7]2[NH:11][C:10]3[CH:12]=[CH:13][CH:14]=[C:15]([C:16](O)=[O:17])[C:9]=3[N:8]=2)=[CH:3][CH:2]=1.C[N:26]1CCOCC1.ClC(OCC(C)C)=O. Product: [C:1]1([C:19]2[CH:24]=[CH:23][CH:22]=[CH:21][CH:20]=2)[CH:6]=[CH:5][C:4]([C:7]2[NH:11][C:10]3[CH:12]=[CH:13][CH:14]=[C:15]([C:16]([NH2:26])=[O:17])[C:9]=3[N:8]=2)=[CH:3][CH:2]=1. The catalyst class is: 1. (6) Reactant: C[O:2][C:3](=[O:26])[C:4]1[CH:9]=[CH:8][CH:7]=[CH:6][C:5]=1[N:10]1[CH2:15][CH2:14][N:13]([C:16](=[O:25])[CH2:17][N:18]2[C:22]([CH3:23])=[CH:21][C:20]([CH3:24])=[N:19]2)[CH2:12][CH2:11]1.[OH-].[Na+]. Product: [CH3:24][C:20]1[CH:21]=[C:22]([CH3:23])[N:18]([CH2:17][C:16]([N:13]2[CH2:14][CH2:15][N:10]([C:5]3[CH:6]=[CH:7][CH:8]=[CH:9][C:4]=3[C:3]([OH:26])=[O:2])[CH2:11][CH2:12]2)=[O:25])[N:19]=1. The catalyst class is: 36. (7) Product: [C:1]([CH:8]([CH2:12][CH2:13][NH:14][CH3:15])[C:9]([OH:11])=[O:10])([O:3][C:4]([CH3:6])([CH3:7])[CH3:5])=[O:2]. Reactant: [C:1]([CH:8]([CH2:12][CH2:13][NH2:14])[C:9]([OH:11])=[O:10])([O:3][C:4]([CH3:7])([CH3:6])[CH3:5])=[O:2].[CH3:15]I.[H-].[Na+]. The catalyst class is: 1.